Dataset: Reaction yield outcomes from USPTO patents with 853,638 reactions. Task: Predict the reaction yield, written as a fraction of the theoretical maximum amount of product (1.0 means a 100% yield; for example, 0.34 means a 34% yield). (1) The reactants are [O:1]1[CH2:6][CH:5]=[C:4]([N:7]2[CH2:12][CH2:11][O:10][CH2:9][CH2:8]2)[CH2:3][CH2:2]1.[Br:13][C:14]1[CH:15]=[CH:16][C:17]([OH:22])=[C:18]([CH:21]=1)[CH:19]=[O:20]. The catalyst is C1(C)C=CC=CC=1. The product is [Br:13][C:14]1[CH:15]=[CH:16][C:17]2[O:22][C:4]3([N:7]4[CH2:12][CH2:11][O:10][CH2:9][CH2:8]4)[CH2:3][CH2:2][O:1][CH2:6][CH:5]3[CH:19]([OH:20])[C:18]=2[CH:21]=1. The yield is 0.790. (2) The reactants are [S:1]1[CH:5]=[CH:4][CH:3]=[C:2]1[C:6](Cl)=[O:7].[Cl:9][C:10]1[CH:11]=[C:12]2[C:17](=[CH:18][CH:19]=1)[N:16]([CH2:20][C:21]1[CH:26]=[CH:25][C:24]([F:27])=[CH:23][CH:22]=1)[C:15](=[O:28])[C:14]([C:29]#[N:30])=[C:13]2[N:31]1[CH2:36][CH2:35][NH:34][CH2:33][CH2:32]1. The catalyst is N1C=CC=CC=1. The product is [Cl:9][C:10]1[CH:11]=[C:12]2[C:17](=[CH:18][CH:19]=1)[N:16]([CH2:20][C:21]1[CH:22]=[CH:23][C:24]([F:27])=[CH:25][CH:26]=1)[C:15](=[O:28])[C:14]([C:29]#[N:30])=[C:13]2[N:31]1[CH2:36][CH2:35][N:34]([C:6]([C:2]2[S:1][CH:5]=[CH:4][CH:3]=2)=[O:7])[CH2:33][CH2:32]1. The yield is 0.550. (3) The reactants are [CH:1]([NH:4][CH:5]([CH3:7])C)([CH3:3])C.C([Li])CCC.CCCCCC.[C:19](#[N:21])[CH3:20].[Cl-].[NH4+].[O:24]1CC[CH2:26][CH2:25]1. No catalyst specified. The product is [OH:24][CH:25]([C:26]1[CH:3]=[CH:1][N:4]=[CH:5][CH:7]=1)[CH2:20][C:19]#[N:21]. The yield is 0.635.